This data is from Catalyst prediction with 721,799 reactions and 888 catalyst types from USPTO. The task is: Predict which catalyst facilitates the given reaction. (1) Reactant: [I:1][C:2]1[C:3]([O:20][CH3:21])=[CH:4][C:5]([CH:17]([CH3:19])[CH3:18])=[C:6]([CH:16]=1)[O:7][C:8]1[C:9]([NH2:15])=[N:10][C:11]([NH2:14])=[N:12][CH:13]=1.C(N(CC)CC)C.[Cl:29][CH2:30][C:31](Cl)=[O:32]. Product: [NH2:15][C:9]1[C:8]([O:7][C:6]2[CH:16]=[C:2]([I:1])[C:3]([O:20][CH3:21])=[CH:4][C:5]=2[CH:17]([CH3:19])[CH3:18])=[CH:13][N:12]=[C:11]([NH:14][C:31](=[O:32])[CH2:30][Cl:29])[N:10]=1. The catalyst class is: 1. (2) Reactant: [Cl:1][C:2]1[CH:7]=[CH:6][C:5]([CH:8]([CH:14]=O)[C:9]([O:11][CH2:12][CH3:13])=[O:10])=[CH:4][CH:3]=1.ClC1C=CC(C(=CO)C(OCC)=O)=CC=1.C([O-])=O.[NH4+:34]. Product: [NH2:34][CH:14]=[C:8]([C:5]1[CH:6]=[CH:7][C:2]([Cl:1])=[CH:3][CH:4]=1)[C:9]([O:11][CH2:12][CH3:13])=[O:10]. The catalyst class is: 14. (3) Reactant: I[C:2]1[CH:3]=[C:4]([CH:22]=[CH:23][CH:24]=1)[CH2:5][N:6]1[C:10]2=[N:11][C:12]([NH:15][C:16]3[CH:17]=[N:18][N:19]([CH3:21])[CH:20]=3)=[N:13][CH:14]=[C:9]2[CH:8]=[N:7]1.[NH:25]1[CH2:30][CH2:29][O:28][CH2:27][C:26]1=[O:31].P([O-])([O-])([O-])=O.[K+].[K+].[K+].CNCCNC. Product: [CH3:21][N:19]1[CH:20]=[C:16]([NH:15][C:12]2[N:11]=[C:10]3[N:6]([CH2:5][C:4]4[CH:3]=[C:2]([N:25]5[CH2:30][CH2:29][O:28][CH2:27][C:26]5=[O:31])[CH:24]=[CH:23][CH:22]=4)[N:7]=[CH:8][C:9]3=[CH:14][N:13]=2)[CH:17]=[N:18]1. The catalyst class is: 830. (4) Reactant: CC(C1C=C(C(C)C)C=C(C(C)C)C=1S([O:19][CH:20]([C:27]1(O)[CH2:30][N:29]([C:31]([C:33]2[CH:38]=[CH:37][C:36]([F:39])=[C:35]([F:40])[C:34]=2[NH:41][C:42]2[CH:47]=[CH:46][C:45]([I:48])=[CH:44][C:43]=2[F:49])=[O:32])[CH2:28]1)[CH2:21][CH:22]1[O:26][CH2:25][CH2:24][O:23]1)(=O)=O)C.[H-].[Na+].C(OCC)(=O)C. Product: [O:26]1[CH2:25][CH2:24][O:23][CH:22]1[CH2:21][CH:20]1[C:27]2([CH2:30][N:29]([C:31]([C:33]3[C:34]([NH:41][C:42]4[CH:47]=[CH:46][C:45]([I:48])=[CH:44][C:43]=4[F:49])=[C:35]([F:40])[C:36]([F:39])=[CH:37][CH:38]=3)=[O:32])[CH2:28]2)[O:19]1. The catalyst class is: 7.